This data is from Reaction yield outcomes from USPTO patents with 853,638 reactions. The task is: Predict the reaction yield, written as a fraction of the theoretical maximum amount of product (1.0 means a 100% yield; for example, 0.34 means a 34% yield). (1) The reactants are [CH3:1][C:2]1[C:28]2[C:6](=[N:7][N:8]3[C:13]([CH:14]4[CH2:19][CH2:18][N:17](C(OC(C)(C)C)=O)[CH2:16][CH2:15]4)=[CH:12][C:11](=[O:27])[NH:10][C:9]3=2)[N:5]=[CH:4][CH:3]=1.[ClH:29]. The catalyst is CO.O1CCOCC1. The product is [ClH:29].[CH3:1][C:2]1[C:28]2[C:6](=[N:7][N:8]3[C:13]([CH:14]4[CH2:15][CH2:16][NH:17][CH2:18][CH2:19]4)=[CH:12][C:11](=[O:27])[NH:10][C:9]3=2)[N:5]=[CH:4][CH:3]=1. The yield is 0.810. (2) The reactants are [CH3:15][C:13]([O:12][C:10](/N=N/[C:10]([O:12][C:13]([CH3:16])([CH3:15])C)=O)=O)(C)[CH3:16].[C:17]([O:23][CH2:24][N:25]1[C:34](=[O:35])[C:33]2[C:28](=CC(O)=C[C:32]=2[O:36][CH2:37][CH2:38][Cl:39])[N:27]=[CH:26]1)(=[O:22])[C:18]([CH3:21])([CH3:20])[CH3:19].CO.C1(P(C2C=CC=CC=2)C2C=CC=CC=2)C=CC=CC=1. The catalyst is O1CCCC1. The product is [C:17]([O:23][CH2:24][N:25]1[C:34](=[O:35])[C:33]2[C:28](=[CH:16][C:13]([O:12][CH3:10])=[CH:15][C:32]=2[O:36][CH2:37][CH2:38][Cl:39])[N:27]=[CH:26]1)(=[O:22])[C:18]([CH3:21])([CH3:20])[CH3:19]. The yield is 0.750. (3) The reactants are [Cl-].O[NH3+:3].[C:4](=[O:7])([O-:6])O.[Na+].CS(C)=O.[O:13]=[C:14]1[C:19]([CH2:20][C:21]2[CH:26]=[CH:25][C:24]([C:27]3[C:28]([C:33]#[N:34])=[CH:29][CH:30]=[CH:31][CH:32]=3)=[CH:23][CH:22]=2)=[C:18]([CH2:35][CH2:36][CH3:37])[N:17]2[N:38]=[CH:39][N:40]=[C:16]2[N:15]1[CH:41]1[CH2:54][CH2:53][C:44]2([O:48][C:47]([CH3:50])([CH3:49])[C:46]([CH3:52])([CH3:51])[O:45]2)[CH2:43][CH2:42]1. The catalyst is C(OCC)(=O)C. The product is [O:7]=[C:4]1[O:6][N:3]=[C:33]([C:28]2[CH:29]=[CH:30][CH:31]=[CH:32][C:27]=2[C:24]2[CH:23]=[CH:22][C:21]([CH2:20][C:19]3[C:14](=[O:13])[N:15]([CH:41]4[CH2:54][CH2:53][C:44]5([O:48][C:47]([CH3:50])([CH3:49])[C:46]([CH3:52])([CH3:51])[O:45]5)[CH2:43][CH2:42]4)[C:16]4[N:17]([N:38]=[CH:39][N:40]=4)[C:18]=3[CH2:35][CH2:36][CH3:37])=[CH:26][CH:25]=2)[NH:34]1. The yield is 0.410. (4) The reactants are CC(C)([O-])C.[Na+].[O:7]=[C:8]1[CH2:16][C:15]2[C:10](=[CH:11][CH:12]=[C:13]([C:17]([O:19][CH3:20])=[O:18])[CH:14]=2)[NH:9]1.Cl[C:22]1[C:23]2[CH:30]=[CH:29][S:28][C:24]=2[N:25]=[CH:26][N:27]=1.Cl. The catalyst is CN1CCCC1=O.O. The product is [CH3:20][O:19][C:17]([C:13]1[CH:14]=[C:15]2[C:10](=[CH:11][CH:12]=1)[NH:9][C:8]([OH:7])=[C:16]2[C:22]1[C:23]2[CH:30]=[CH:29][S:28][C:24]=2[N:25]=[CH:26][N:27]=1)=[O:18]. The yield is 0.360. (5) The reactants are Cl[C:2]1[CH:17]=[CH:16][C:5]2[NH:6][C:7](=[O:15])[C:8]3[CH:14]=[CH:13][CH:12]=[CH:11][C:9]=3[NH:10][C:4]=2[CH:3]=1.C([O-])=O.[Na+]. The catalyst is O. The product is [CH:14]1[C:8]2[C:7](=[O:15])[NH:6][C:5]3[CH:16]=[CH:17][CH:2]=[CH:3][C:4]=3[NH:10][C:9]=2[CH:11]=[CH:12][CH:13]=1. The yield is 0.780. (6) The reactants are [NH2:1][CH2:2][CH2:3][NH:4][S:5]([C:8]1[C:17]2[C:12](=[C:13]([N:18]([CH3:20])[CH3:19])[CH:14]=[CH:15][CH:16]=2)[CH:11]=[CH:10][CH:9]=1)(=[O:7])=[O:6].C([O:24][C@H:25]1[C@@H:29]([O:30]C(=O)C)[C@H:28]([N:34]2[CH:42]=[N:41][C:40]3[C:35]2=[N:36][CH:37]=[N:38][C:39]=3Cl)[O:27][C@@H:26]1[CH2:44][S:45][CH2:46][CH2:47][CH:48]([NH:53]C(OCC1C2C=CC=CC=2C2C1=CC=CC=2)=O)[C:49]([O:51]C)=[O:50])(=O)C. The catalyst is C(O)C. The product is [NH2:53][CH:48]([CH2:47][CH2:46][S:45][CH2:44][C@@H:26]1[C@@H:25]([OH:24])[C@@H:29]([OH:30])[C@H:28]([N:34]2[CH:42]=[N:41][C:40]3[C:35]2=[N:36][CH:37]=[N:38][C:39]=3[NH:1][CH2:2][CH2:3][NH:4][S:5]([C:8]2[C:17]3[C:12](=[C:13]([N:18]([CH3:20])[CH3:19])[CH:14]=[CH:15][CH:16]=3)[CH:11]=[CH:10][CH:9]=2)(=[O:7])=[O:6])[O:27]1)[C:49]([OH:51])=[O:50]. The yield is 0.465. (7) The catalyst is CO. The yield is 0.736. The reactants are [Cl:1][C:2]1[CH:11]=[CH:10][C:9]([N:12]2[CH2:16][CH2:15][CH:14]([N:17]([CH2:20][CH3:21])[CH2:18][CH3:19])[CH2:13]2)=[CH:8][C:3]=1[C:4](OC)=[O:5].[NH3:22]. The product is [Cl:1][C:2]1[CH:11]=[CH:10][C:9]([N:12]2[CH2:16][CH2:15][CH:14]([N:17]([CH2:20][CH3:21])[CH2:18][CH3:19])[CH2:13]2)=[CH:8][C:3]=1[C:4]([NH2:22])=[O:5]. (8) The reactants are [CH:1]([O:4][C:5]([N:7]1[CH2:12][CH2:11][CH:10]([O:13][C:14]2[C:19]([O:20][CH3:21])=[C:18]([O:22][C:23]3[CH:28]=[CH:27][C:26](Br)=[CH:25][C:24]=3[F:30])[N:17]=[CH:16][N:15]=2)[CH2:9][CH2:8]1)=[O:6])([CH3:3])[CH3:2].[CH3:31][S:32]([O-:34])=[O:33].[Na+].CNCCNC. The catalyst is CS(C)=O. The product is [CH:1]([O:4][C:5]([N:7]1[CH2:12][CH2:11][CH:10]([O:13][C:14]2[C:19]([O:20][CH3:21])=[C:18]([O:22][C:23]3[CH:28]=[CH:27][C:26]([S:32]([CH3:31])(=[O:34])=[O:33])=[CH:25][C:24]=3[F:30])[N:17]=[CH:16][N:15]=2)[CH2:9][CH2:8]1)=[O:6])([CH3:3])[CH3:2]. The yield is 0.420. (9) The reactants are Br[C:2]1[CH:3]=[N:4][C:5]2[N:6]([CH:8]=[C:9]([CH2:11][O:12][C:13]3[CH:18]=[CH:17][CH:16]=[CH:15][CH:14]=3)[N:10]=2)[CH:7]=1.[F:19][C:20]1[CH:25]=[CH:24][CH:23]=[CH:22][C:21]=1B(O)O.C(=O)([O-])[O-].[Na+].[Na+]. The catalyst is COCCOC.C(Cl)Cl. The product is [F:19][C:20]1[CH:25]=[CH:24][CH:23]=[CH:22][C:21]=1[C:2]1[CH:3]=[N:4][C:5]2[N:6]([CH:8]=[C:9]([CH2:11][O:12][C:13]3[CH:18]=[CH:17][CH:16]=[CH:15][CH:14]=3)[N:10]=2)[CH:7]=1. The yield is 0.320.